Dataset: Forward reaction prediction with 1.9M reactions from USPTO patents (1976-2016). Task: Predict the product of the given reaction. (1) Given the reactants [CH3:1][S:2][C:3]1[N:8]=[C:7](O)[CH:6]=[C:5]([C:10]2[CH:15]=[CH:14][CH:13]=[C:12]([C:16]([F:19])([F:18])[F:17])[CH:11]=2)[N:4]=1.P(Cl)(Cl)([Cl:22])=O, predict the reaction product. The product is: [Cl:22][C:7]1[CH:6]=[C:5]([C:10]2[CH:15]=[CH:14][CH:13]=[C:12]([C:16]([F:19])([F:18])[F:17])[CH:11]=2)[N:4]=[C:3]([S:2][CH3:1])[N:8]=1. (2) Given the reactants C(OC([NH:8][CH:9]([C:23]1[CH:28]=[CH:27][CH:26]=[C:25]([C:29]([F:32])([F:31])[F:30])[CH:24]=1)[CH2:10][NH:11][S:12]([NH:15]C(=O)OC(C)(C)C)(=[O:14])=[O:13])=O)(C)(C)C.Cl.C(=O)([O-])O.[Na+], predict the reaction product. The product is: [NH2:8][CH:9]([C:23]1[CH:28]=[CH:27][CH:26]=[C:25]([C:29]([F:32])([F:30])[F:31])[CH:24]=1)[CH2:10][NH:11][S:12](=[O:13])(=[O:14])[NH2:15].